Dataset: Reaction yield outcomes from USPTO patents with 853,638 reactions. Task: Predict the reaction yield, written as a fraction of the theoretical maximum amount of product (1.0 means a 100% yield; for example, 0.34 means a 34% yield). (1) The reactants are [NH2:1][C:2]1[S:6][N:5]=[C:4]([CH3:7])[C:3]=1[C:8]([NH:10][C:11]1[CH:16]=[CH:15][C:14]([F:17])=[C:13]([F:18])[CH:12]=1)=[O:9].Cl[C:20]1[N:21]=[N:22][C:23]([C:26]([F:29])([F:28])[F:27])=[CH:24][CH:25]=1.C(=O)([O-])[O-].[Cs+].[Cs+].CC1(C)C2C(=C(P(C3C=CC=CC=3)C3C=CC=CC=3)C=CC=2)OC2C(P(C3C=CC=CC=3)C3C=CC=CC=3)=CC=CC1=2. The catalyst is O1CCOCC1.CN(C=O)C.C([O-])(=O)C.[Pd+2].C([O-])(=O)C. The product is [F:18][C:13]1[CH:12]=[C:11]([NH:10][C:8]([C:3]2[C:4]([CH3:7])=[N:5][S:6][C:2]=2[NH:1][C:20]2[N:21]=[N:22][C:23]([C:26]([F:29])([F:28])[F:27])=[CH:24][CH:25]=2)=[O:9])[CH:16]=[CH:15][C:14]=1[F:17]. The yield is 0.640. (2) The reactants are [CH3:1][C:2]1([CH3:26])[C:11]2[C:6](=[C:7]([CH3:23])[CH:8]=[C:9]([C:13]([C:15]3[C:16]([CH3:22])=[N:17][N:18]([CH3:21])[C:19]=3[OH:20])=[O:14])[C:10]=2[CH3:12])[S:5](=[O:25])(=[O:24])[CH2:4][CH2:3]1.N1C=CC=CC=1.[I-].[K+].Br[CH:36]([CH3:42])[C:37]([O:39][CH2:40][CH3:41])=[O:38]. The catalyst is O1CCCC1. The product is [CH3:1][C:2]1([CH3:26])[C:11]2[C:6](=[C:7]([CH3:23])[CH:8]=[C:9]([C:13]([C:15]3[C:16]([CH3:22])=[N:17][N:18]([CH3:21])[C:19]=3[O:20][CH2:42][CH2:36][C:37]([O:39][CH2:40][CH3:41])=[O:38])=[O:14])[C:10]=2[CH3:12])[S:5](=[O:25])(=[O:24])[CH2:4][CH2:3]1. The yield is 0.450. (3) The reactants are [C:1]1([C@H:7]([CH2:9][OH:10])[NH2:8])[CH:6]=[CH:5][CH:4]=[CH:3][CH:2]=1.[C:11](OCC)(=[O:15])[C:12]([CH3:14])=O. No catalyst specified. The product is [CH3:14][C:12]1[C:11](=[O:15])[O:10][CH2:9][C@@H:7]([C:1]2[CH:6]=[CH:5][CH:4]=[CH:3][CH:2]=2)[N:8]=1. The yield is 0.410. (4) The reactants are [CH3:1][N:2]([CH2:6][CH2:7][C:8]([OH:10])=O)[C:3](=[O:5])[CH3:4].[CH:11]1([NH:14][C:15]([NH:17][C:18]2[CH:23]=[CH:22][C:21]([C:24]3[N:25]=[C:26]([N:33]4[CH2:38][CH2:37][O:36][CH2:35][C@@H:34]4[CH3:39])[C:27]4[CH2:32][NH:31][CH2:30][C:28]=4[N:29]=3)=[CH:20][CH:19]=2)=[O:16])[CH2:13][CH2:12]1. No catalyst specified. The product is [CH:11]1([NH:14][C:15](=[O:16])[NH:17][C:18]2[CH:19]=[CH:20][C:21]([C:24]3[N:25]=[C:26]([N:33]4[CH2:38][CH2:37][O:36][CH2:35][C@@H:34]4[CH3:39])[C:27]4[CH2:32][N:31]([C:8](=[O:10])[CH2:7][CH2:6][N:2]([CH3:1])[C:3](=[O:5])[CH3:4])[CH2:30][C:28]=4[N:29]=3)=[CH:22][CH:23]=2)[CH2:13][CH2:12]1. The yield is 0.260. (5) The reactants are [CH:1]1[C:10]2[C:5](=[CH:6][CH:7]=[CH:8][CH:9]=2)[CH:4]=[CH:3][C:2]=1[S:11]([N:14]1[CH2:18][CH:17]([CH2:19][S:20][C:21]([C:34]2[CH:39]=[CH:38][CH:37]=[CH:36][CH:35]=2)([C:28]2[CH:33]=[CH:32][CH:31]=[CH:30][CH:29]=2)[C:22]2[CH:27]=[CH:26][CH:25]=[CH:24][CH:23]=2)[CH:16]([CH2:40][OH:41])[CH2:15]1)(=[O:13])=[O:12].[H-].[Na+].[CH2:44](Br)[C:45]1[CH:50]=[CH:49][CH:48]=[CH:47][CH:46]=1.O. The catalyst is CN(C=O)C. The product is [CH:1]1[C:10]2[C:5](=[CH:6][CH:7]=[CH:8][CH:9]=2)[CH:4]=[CH:3][C:2]=1[S:11]([N:14]1[CH2:18][CH:17]([CH2:19][S:20][C:21]([C:22]2[CH:27]=[CH:26][CH:25]=[CH:24][CH:23]=2)([C:28]2[CH:29]=[CH:30][CH:31]=[CH:32][CH:33]=2)[C:34]2[CH:39]=[CH:38][CH:37]=[CH:36][CH:35]=2)[CH:16]([CH2:40][O:41][CH2:44][C:45]2[CH:50]=[CH:49][CH:48]=[CH:47][CH:46]=2)[CH2:15]1)(=[O:13])=[O:12]. The yield is 0.610. (6) The reactants are [CH3:1][C:2]1[N:3]=[CH:4][N:5]([C:7]2[CH:14]=[CH:13][CH:12]=[CH:11][C:8]=2[C:9]#[N:10])[CH:6]=1.[CH3:15][N+:16]([CH3:18])=[CH2:17].[I-]. The catalyst is CN(C=O)C. The product is [CH3:15][N:16]([CH2:18][C:6]1[N:5]([C:7]2[CH:14]=[CH:13][CH:12]=[CH:11][C:8]=2[C:9]#[N:10])[CH:4]=[N:3][C:2]=1[CH3:1])[CH3:17]. The yield is 0.570. (7) The reactants are [F-].C([N+](CCCC)(CCCC)CCCC)CCC.[N:19]1[CH:24]=[CH:23][C:22]([C:25]2[CH:32]=[CH:31][C:28]([CH:29]=[O:30])=[CH:27][CH:26]=2)=[CH:21][CH:20]=1.[F:33][C:34]([Si](C)(C)C)([F:36])[F:35].Cl. The catalyst is C1COCC1. The product is [F:33][C:34]([F:36])([F:35])[CH:29]([C:28]1[CH:31]=[CH:32][C:25]([C:22]2[CH:23]=[CH:24][N:19]=[CH:20][CH:21]=2)=[CH:26][CH:27]=1)[OH:30]. The yield is 0.510.